This data is from Forward reaction prediction with 1.9M reactions from USPTO patents (1976-2016). The task is: Predict the product of the given reaction. (1) Given the reactants [C:1]([O:5][C:6]([N:8]([CH2:10][C:11]1[CH:12]=[C:13]([C:28]2[CH:33]=[CH:32][CH:31]=[CH:30][CH:29]=2)[N:14]([S:16]([C:19]2[CH:20]=[C:21]([CH:25]=[CH:26][CH:27]=2)[C:22]([OH:24])=O)(=[O:18])=[O:17])[CH:15]=1)[CH3:9])=[O:7])([CH3:4])([CH3:3])[CH3:2].[CH3:34][NH2:35].O1CCCC1, predict the reaction product. The product is: [CH3:9][N:8]([CH2:10][C:11]1[CH:12]=[C:13]([C:28]2[CH:29]=[CH:30][CH:31]=[CH:32][CH:33]=2)[N:14]([S:16]([C:19]2[CH:27]=[CH:26][CH:25]=[C:21]([C:22]([NH:35][CH3:34])=[O:24])[CH:20]=2)(=[O:18])=[O:17])[CH:15]=1)[C:6](=[O:7])[O:5][C:1]([CH3:4])([CH3:2])[CH3:3]. (2) The product is: [OH:15][CH2:14][C:8]1[CH:7]=[CH:6][C:5]2[C:10](=[CH:11][CH:12]=[CH:13][C:4]=2[N+:1]([O-:3])=[O:2])[N:9]=1. Given the reactants [N+:1]([C:4]1[CH:13]=[CH:12][CH:11]=[C:10]2[C:5]=1[CH:6]=[CH:7][C:8]([CH:14]=[O:15])=[N:9]2)([O-:3])=[O:2].O1CCCC1.[BH4-].[Na+].O, predict the reaction product.